Predict the reaction yield, written as a fraction of the theoretical maximum amount of product (1.0 means a 100% yield; for example, 0.34 means a 34% yield). From a dataset of Reaction yield outcomes from USPTO patents with 853,638 reactions. (1) The reactants are N[C:2]1[N:7]=[CH:6][C:5]([C:8]2[CH:13]=[CH:12][C:11]([C@@H:14]([N:16]3[CH2:21][CH2:20][C@:19]([CH2:28][CH2:29][CH2:30][OH:31])([C:22]4[CH:27]=[CH:26][CH:25]=[CH:24][CH:23]=4)[O:18][C:17]3=[O:32])[CH3:15])=[CH:10][CH:9]=2)=[CH:4][CH:3]=1.N([O-])=[O:34].[Na+].[OH-].[Na+]. The catalyst is OS(O)(=O)=O. The product is [OH:31][CH2:30][CH2:29][CH2:28][C@@:19]1([C:22]2[CH:27]=[CH:26][CH:25]=[CH:24][CH:23]=2)[O:18][C:17](=[O:32])[N:16]([C@H:14]([C:11]2[CH:10]=[CH:9][C:8]([C:5]3[CH:4]=[CH:3][C:2](=[O:34])[NH:7][CH:6]=3)=[CH:13][CH:12]=2)[CH3:15])[CH2:21][CH2:20]1. The yield is 0.200. (2) The reactants are [NH:1]1[CH2:4][CH:3]([CH2:5][C:6]2[N:7]([CH3:33])[C:8]3[C:13]([N:14]=2)=[C:12]([N:15]2[CH2:20][CH2:19][O:18][CH2:17][CH2:16]2)[N:11]=[C:10]([N:21]2[C:25]4[CH:26]=[CH:27][CH:28]=[CH:29][C:24]=4[N:23]=[C:22]2[C@@H:30]([OH:32])[CH3:31])[N:9]=3)[CH2:2]1.CCN(C(C)C)C(C)C.[C:43](Cl)(=[O:47])[CH:44]([CH3:46])[CH3:45]. The catalyst is C1COCC1. The product is [OH:32][C@H:30]([C:22]1[N:21]([C:10]2[N:9]=[C:8]3[C:13]([N:14]=[C:6]([CH2:5][CH:3]4[CH2:4][N:1]([C:43](=[O:47])[CH:44]([CH3:46])[CH3:45])[CH2:2]4)[N:7]3[CH3:33])=[C:12]([N:15]3[CH2:20][CH2:19][O:18][CH2:17][CH2:16]3)[N:11]=2)[C:25]2[CH:26]=[CH:27][CH:28]=[CH:29][C:24]=2[N:23]=1)[CH3:31]. The yield is 0.270.